From a dataset of Retrosynthesis with 50K atom-mapped reactions and 10 reaction types from USPTO. Predict the reactants needed to synthesize the given product. (1) Given the product CC1CC(=O)c2c(O)ccc(-c3nccs3)c2C1, predict the reactants needed to synthesize it. The reactants are: CC1CC(=O)c2c(O)ccc(Br)c2C1.CCCC[Sn](CCCC)(CCCC)c1nccs1. (2) Given the product COC(=O)c1cc(C2CC2)c(OCC2(C)CN(c3ncc(C(F)(F)F)cc3Cl)C2)cc1F, predict the reactants needed to synthesize it. The reactants are: COC(=O)c1cc(C2CC2)c(OCC2(C)CNC2)cc1F.FC(F)(F)c1cnc(Br)c(Cl)c1. (3) Given the product Cc1cc(C#N)ccc1-c1cnn(-c2ccc(C(=O)N3CCN(C)C4(CC4)C3)cn2)c1O, predict the reactants needed to synthesize it. The reactants are: CN1CCNCC12CC2.Cc1cc(C#N)ccc1-c1cnn(-c2ccc(C(=O)O)cn2)c1O.